Dataset: Catalyst prediction with 721,799 reactions and 888 catalyst types from USPTO. Task: Predict which catalyst facilitates the given reaction. (1) Reactant: [Br:1][C:2]1[CH:10]=[C:9]2[C:5]([C:6](=[O:17])[NH:7][N:8]2[C:11]2[CH:16]=[CH:15][CH:14]=[CH:13][CH:12]=2)=[CH:4][CH:3]=1.[C:18](=O)([O-])[O-].[K+].[K+].CI. Product: [Br:1][C:2]1[CH:10]=[C:9]2[C:5]([C:6]([O:17][CH3:18])=[N:7][N:8]2[C:11]2[CH:16]=[CH:15][CH:14]=[CH:13][CH:12]=2)=[CH:4][CH:3]=1. The catalyst class is: 9. (2) Product: [S:11]1[C:12]2[CH:17]=[CH:16][CH:15]=[CH:14][C:13]=2[C:8]([C:21]2[CH:22]=[CH:23][C:18]([C:24]([O:28][CH3:27])=[O:35])=[CH:19][CH:20]=2)=[CH:9][CH2:10]1. Reactant: FC(S([C:8]1[C:13]2[CH:14]=[CH:15][CH:16]=[CH:17][C:12]=2[S:11][CH2:10][CH:9]=1)(=O)=O)(F)F.[C:18]1([CH3:24])[CH:23]=[CH:22][CH:21]=[CH:20][CH:19]=1.[Cl-].[Li+].[C:27](=O)([O-])[O-:28].[K+].[K+].C([OH:35])C. The catalyst class is: 492. (3) Reactant: [CH3:1][S:2]([OH:5])(=[O:4])=[O:3].[F:6][C:7]1[CH:12]=[CH:11][C:10]([CH2:13][C:14]2[C:23]3[C:18](=[CH:19][CH:20]=[CH:21][CH:22]=3)[C:17](=[O:24])[NH:16][N:15]=2)=[CH:9][C:8]=1[N:25]1[C:29](=[O:30])[CH:28]([CH3:31])[N:27]([CH2:32][CH2:33][N:34]2[CH2:38][CH2:37][CH2:36][CH2:35]2)[C:26]1=[O:39]. Product: [S:2]([OH:5])(=[O:4])(=[O:3])[CH3:1].[F:6][C:7]1[CH:12]=[CH:11][C:10]([CH2:13][C:14]2[C:23]3[C:18](=[CH:19][CH:20]=[CH:21][CH:22]=3)[C:17](=[O:24])[NH:16][N:15]=2)=[CH:9][C:8]=1[N:25]1[C:29](=[O:30])[CH:28]([CH3:31])[N:27]([CH2:32][CH2:33][N:34]2[CH2:35][CH2:36][CH2:37][CH2:38]2)[C:26]1=[O:39]. The catalyst class is: 5. (4) Reactant: [F:1][C:2]([F:31])([F:30])[C:3]1[CH:4]=[C:5]([C:16]2[O:20][N:19]=[C:18]([C:21]3[CH:29]=[CH:28][CH:27]=[C:26]4[C:22]=3[CH2:23][CH2:24][NH:25]4)[N:17]=2)[CH:6]=[CH:7][C:8]=1[O:9][CH:10]([CH3:15])[C:11]([F:14])([F:13])[F:12].[H-].[Na+].[C:34](Cl)(=[O:36])[CH3:35].O. Product: [C:34]([N:25]1[C:26]2[C:22](=[C:21]([C:18]3[N:17]=[C:16]([C:5]4[CH:6]=[CH:7][C:8]([O:9][CH:10]([CH3:15])[C:11]([F:12])([F:13])[F:14])=[C:3]([C:2]([F:1])([F:30])[F:31])[CH:4]=4)[O:20][N:19]=3)[CH:29]=[CH:28][CH:27]=2)[CH2:23][CH2:24]1)(=[O:36])[CH3:35]. The catalyst class is: 3.